From a dataset of Forward reaction prediction with 1.9M reactions from USPTO patents (1976-2016). Predict the product of the given reaction. (1) Given the reactants [CH3:1][C:2]1[S:3][CH:4]=[C:5]([C:7]([NH:9][C:10]2[CH:18]=[C:17]([Sn](C)(C)C)[CH:16]=[C:15]3[C:11]=2[CH:12]=[N:13][N:14]3S(C2C=CC=CC=2)(=O)=O)=[O:8])[N:6]=1.Br[C:33]1[CH:34]=[C:35]([S:39]([N:42]2[CH2:47][CH2:46][O:45][CH2:44][CH2:43]2)(=[O:41])=[O:40])[CH:36]=[N:37][CH:38]=1.CN(C=O)C.[OH-].[Na+], predict the reaction product. The product is: [CH3:1][C:2]1[S:3][CH:4]=[C:5]([C:7]([NH:9][C:10]2[CH:18]=[C:17]([C:33]3[CH:38]=[N:37][CH:36]=[C:35]([S:39]([N:42]4[CH2:43][CH2:44][O:45][CH2:46][CH2:47]4)(=[O:41])=[O:40])[CH:34]=3)[CH:16]=[C:15]3[C:11]=2[CH:12]=[N:13][NH:14]3)=[O:8])[N:6]=1. (2) Given the reactants [F:1][CH:2]([F:39])[C:3]1[CH:7]=[C:6]([CH:8]([F:10])[F:9])[N:5]([CH2:11][C:12]([N:14]2[CH2:19][CH2:18][CH:17]([C:20]3[S:21][CH:22]=[C:23]([C:25]4[CH2:29][CH:28]([C:30]5[CH:35]=[CH:34][CH:33]=[CH:32][C:31]=5[N+:36]([O-])=O)[O:27][N:26]=4)[N:24]=3)[CH2:16][CH2:15]2)=[O:13])[N:4]=1, predict the reaction product. The product is: [NH2:36][C:31]1[CH:32]=[CH:33][CH:34]=[CH:35][C:30]=1[CH:28]1[O:27][N:26]=[C:25]([C:23]2[N:24]=[C:20]([CH:17]3[CH2:16][CH2:15][N:14]([C:12](=[O:13])[CH2:11][N:5]4[C:6]([CH:8]([F:10])[F:9])=[CH:7][C:3]([CH:2]([F:39])[F:1])=[N:4]4)[CH2:19][CH2:18]3)[S:21][CH:22]=2)[CH2:29]1. (3) Given the reactants [Br:1][C:2]1[CH:3]=[C:4]([OH:8])[CH:5]=[CH:6][CH:7]=1.C([O-])([O-])=O.[K+].[K+].Br[C:16]([CH3:23])([CH3:22])[C:17]([O:19][CH2:20][CH3:21])=[O:18], predict the reaction product. The product is: [Br:1][C:2]1[CH:3]=[C:4]([CH:5]=[CH:6][CH:7]=1)[O:8][C:16]([CH3:23])([CH3:22])[C:17]([O:19][CH2:20][CH3:21])=[O:18]. (4) Given the reactants [CH:1]1([N:4]2[C:8]3[C:9](I)=[CH:10][C:11]([C:13]4[C:14]([CH3:19])=[N:15][O:16][C:17]=4[CH3:18])=[CH:12][C:7]=3[NH:6][C:5]2=[O:21])[CH2:3][CH2:2]1.[CH2:22](Cl)Cl.[CH2:25]1[CH2:35][CH2:34][N:33]2[C:28](=N[CH2:30][CH2:31][CH2:32]2)[CH2:27][CH2:26]1, predict the reaction product. The product is: [CH:1]1([N:4]2[C:8]3[C:9]([C:26]4[C:25]([CH3:22])=[CH:35][CH:34]=[C:28]5[C:27]=4[CH:30]=[CH:31][CH:32]=[N:33]5)=[CH:10][C:11]([C:13]4[C:14]([CH3:19])=[N:15][O:16][C:17]=4[CH3:18])=[CH:12][C:7]=3[NH:6][C:5]2=[O:21])[CH2:3][CH2:2]1. (5) The product is: [CH3:1][N:2]1[CH2:7][CH2:6][N:5]([CH2:17][C:16]#[CH:15])[CH2:4][CH2:3]1. Given the reactants [CH3:1][N:2]1[CH2:7][CH2:6][NH:5][CH2:4][CH2:3]1.C(=O)([O-])[O-].[Cs+].[Cs+].Br[CH2:15][C:16]#[CH:17], predict the reaction product. (6) The product is: [NH2:29][C:26]1[CH:25]=[CH:24][C:23]([C:22]([NH:21][NH:20][C:18](=[O:19])[CH2:17][CH2:16][CH2:15][CH2:14][N:11]2[CH2:10][CH2:9][CH:8]([CH2:1][C:2]3[CH:3]=[CH:4][CH:5]=[CH:6][CH:7]=3)[CH2:13][CH2:12]2)=[O:32])=[CH:28][CH:27]=1. Given the reactants [CH2:1]([CH:8]1[CH2:13][CH2:12][N:11]([CH2:14][CH2:15][CH2:16][CH2:17][C:18]([NH:20][NH:21][C:22](=[O:32])[C:23]2[CH:28]=[CH:27][C:26]([N+:29]([O-])=O)=[CH:25][CH:24]=2)=[O:19])[CH2:10][CH2:9]1)[C:2]1[CH:7]=[CH:6][CH:5]=[CH:4][CH:3]=1.[H][H], predict the reaction product. (7) Given the reactants CN1CCN(C)[C:4](=[O:9])[C:3]1=[O:10].[C:11]1([CH3:19])[CH:16]=[CH:15][CH:14]=[C:13]([Mg]Cl)[CH:12]=1, predict the reaction product. The product is: [CH3:19][C:11]1[CH:16]=[C:15]([C:3]([C:4]([C:13]2[CH:14]=[CH:15][CH:16]=[C:11]([CH3:19])[CH:12]=2)=[O:9])=[O:10])[CH:14]=[CH:13][CH:12]=1. (8) Given the reactants CN(C)[C:3](=[O:12])[C@@H:4]([CH3:11])[O:5][CH:6]([O:8][CH2:9][CH3:10])[CH3:7].[F:14][C:15]1[CH:20]=[C:19]([F:21])[CH:18]=[CH:17][C:16]=1[Mg]Br.FC1C=C(F)C=CC=1Br.[Mg].[Cl-].[NH4+].C(O)(=O)CC(CC(O)=O)(C(O)=O)O, predict the reaction product. The product is: [CH2:9]([O:8][CH:6]([O:5][C@H:4]([CH3:11])[C:3]([C:18]1[CH:17]=[CH:16][C:15]([F:14])=[CH:20][C:19]=1[F:21])=[O:12])[CH3:7])[CH3:10]. (9) Given the reactants Cl.[NH2:2][C:3]1[CH:8]=[C:7]([C:9]([F:12])([F:11])[F:10])[CH:6]=[CH:5][C:4]=1[SH:13].[CH2:14](OC(OCC)OCC)C, predict the reaction product. The product is: [F:12][C:9]([F:10])([F:11])[C:7]1[CH:6]=[CH:5][C:4]2[S:13][CH:14]=[N:2][C:3]=2[CH:8]=1.